This data is from Full USPTO retrosynthesis dataset with 1.9M reactions from patents (1976-2016). The task is: Predict the reactants needed to synthesize the given product. (1) Given the product [OH:2][C:3]1[CH:4]=[C:5]2[C:10](=[CH:11][CH:12]=1)[C:9](=[O:13])[N:8]([C:14]1[CH:15]=[CH:16][C:17]([OH:20])=[CH:18][CH:19]=1)[CH:7]=[C:6]2[C:22]1[CH:27]=[CH:26][CH:25]=[CH:24][CH:23]=1, predict the reactants needed to synthesize it. The reactants are: C[O:2][C:3]1[CH:4]=[C:5]2[C:10](=[CH:11][CH:12]=1)[C:9](=[O:13])[N:8]([C:14]1[CH:19]=[CH:18][C:17]([O:20]C)=[CH:16][CH:15]=1)[CH:7]=[C:6]2[C:22]1[CH:27]=[CH:26][CH:25]=[CH:24][CH:23]=1.C(Cl)Cl.B(Br)(Br)Br. (2) The reactants are: [CH2:1]1[CH2:12][C:11]2[C:6](=[CH:7][CH:8]=[CH:9][CH:10]=2)[C:4](=O)[CH2:3][CH2:2]1.[NH2:13][C:14]([NH2:16])=[S:15].[I:17]I. Given the product [IH:17].[N:13]1[C:4]2[C:6]3[CH:7]=[CH:8][CH:9]=[CH:10][C:11]=3[CH2:12][CH2:1][CH2:2][C:3]=2[S:15][C:14]=1[NH2:16], predict the reactants needed to synthesize it. (3) The reactants are: [C:1]1(B(O)O)[CH:6]=[CH:5][CH:4]=[CH:3][CH:2]=1.[Cl-].C(C1C=CC=C(C(C)C)C=1[N+]1C=[CH:26][N:25]([C:28]2[C:33]([CH:34]([CH3:36])[CH3:35])=[CH:32][CH:31]=[CH:30][C:29]=2[CH:37]([CH3:39])C)[CH:24]=1)(C)C.[C:40]([O-:43])([O-])=O.[Na+].[Na+].C(O)C. Given the product [C:1]1([C:29]2[CH:37]=[CH:39][C:40]3[O:43][C:33]4([CH2:28][N:25]5[CH2:24][CH2:35][CH:34]4[CH2:36][CH2:26]5)[CH2:32][C:31]=3[CH:30]=2)[CH:6]=[CH:5][CH:4]=[CH:3][CH:2]=1, predict the reactants needed to synthesize it. (4) Given the product [CH3:29][C:24]1[CH:25]=[CH:26][CH:27]=[CH:28][C:23]=1[N:20]1[C:21](=[O:22])[C:11]2=[N:10][N:9]([CH2:8][C:5]3[CH:6]=[N:7][C:2]([C:35]4[N:36]=[CH:37][S:38][CH:39]=4)=[CH:3][CH:4]=3)[C:18]3[CH:17]=[CH:16][CH:15]=[CH:14][C:13]=3[C:12]2=[N:19]1, predict the reactants needed to synthesize it. The reactants are: Br[C:2]1[N:7]=[CH:6][C:5]([CH2:8][N:9]2[C:18]3[CH:17]=[CH:16][CH:15]=[CH:14][C:13]=3[C:12]3=[N:19][N:20]([C:23]4[CH:28]=[CH:27][CH:26]=[CH:25][C:24]=4[CH3:29])[C:21](=[O:22])[C:11]3=[N:10]2)=[CH:4][CH:3]=1.C([Sn](CCCC)(CCCC)[C:35]1[N:36]=[CH:37][S:38][CH:39]=1)CCC.[F-].[Cs+]. (5) Given the product [F:13][C:12]1[C:7](=[O:18])[NH:8][CH:9]=[CH:10][C:11]=1[C:14]([F:17])([F:16])[F:15], predict the reactants needed to synthesize it. The reactants are: S(=O)(=O)(O)O.F[C:7]1[C:12]([F:13])=[C:11]([C:14]([F:17])([F:16])[F:15])[CH:10]=[CH:9][N:8]=1.[OH-:18].[Na+]. (6) The reactants are: [CH3:1][O-:2].[Na+].[CH3:4][OH:5].[OH2:6].[CH3:7][CH2:8][CH2:9][CH2:10][CH2:11][CH3:12].[O:13]1CCC[CH2:14]1. Given the product [CH3:1][O:2][C:4]([C@H:9]1[CH2:8][CH2:7][C@H:12]([C:14]([OH:13])=[O:6])[CH2:11][CH2:10]1)=[O:5], predict the reactants needed to synthesize it. (7) Given the product [CH2:17]([O:18][CH:19]1[C@@H:23]2[CH:24]=[N:25][C:26]3[CH:33]=[C:32]([O:34][CH3:35])[CH:31]=[CH:30][C:27]=3[C:28](=[O:29])[N:22]2[CH2:21][CH2:20]1)[CH2:16][CH2:15][CH2:14][CH2:13][CH2:12][CH2:11][CH2:10][CH2:9][CH2:8][O:50][CH:51]1[C@@H:55]2[CH:56]=[N:57][C:58]3[CH:65]=[C:64]([O:66][CH3:67])[CH:63]=[CH:62][C:59]=3[C:60](=[O:61])[N:54]2[CH2:53][CH2:52]1, predict the reactants needed to synthesize it. The reactants are: C(O)(C(F)(F)F)=O.[CH2:8]([O:50][CH:51]1[C@H:55]2[C@H:56](OC3CCCCO3)[N:57](C(OC(C)(C)C)=O)[C:58]3[CH:65]=[C:64]([O:66][CH3:67])[CH:63]=[CH:62][C:59]=3[C:60](=[O:61])[N:54]2[CH2:53][CH2:52]1)[CH2:9][CH2:10][CH2:11][CH2:12][CH2:13][CH2:14][CH2:15][CH2:16][CH2:17][O:18][CH:19]1[C@H:23]2[C@H:24](OC3CCCCO3)[N:25](C(OC(C)(C)C)=O)[C:26]3[CH:33]=[C:32]([O:34][CH3:35])[CH:31]=[CH:30][C:27]=3[C:28](=[O:29])[N:22]2[CH2:21][CH2:20]1.C([O-])(O)=O.[Na+]. (8) The reactants are: [Cl:1][C:2](Cl)([O:4]C(=O)OC(Cl)(Cl)Cl)Cl.[C:13]1([CH2:19][OH:20])[CH:18]=[CH:17][CH:16]=[CH:15][CH:14]=1. Given the product [Cl:1][C:2]([O:20][CH2:19][C:13]1[CH:18]=[CH:17][CH:16]=[CH:15][CH:14]=1)=[O:4], predict the reactants needed to synthesize it. (9) Given the product [C:31]([OH:32])(=[O:38])[CH:30]=[CH2:29].[CH3:1][O:5][C:6]1[CH:11]=[CH:10][C:9]([OH:38])=[CH:8][CH:7]=1, predict the reactants needed to synthesize it. The reactants are: [CH2:1]([O:5][C:6]1[CH:11]=[CH:10][C:9](C23CC4CC(CC(C5C=CC(O[CH2:29][CH:30]6[O:32][CH2:31]6)=CC=5)(C4)C2)C3)=[CH:8][CH:7]=1)C1OC1.CC(CC(C)=[O:38])C. (10) Given the product [C:1]([O:5][C:6]([N:8]1[CH2:13][CH2:12][CH2:11][CH2:10][C@@H:9]1[C@@H:14]([OH:42])[C@@H:15]([NH2:25])[CH2:16][C:17]1[CH:22]=[C:21]([F:23])[CH:20]=[C:19]([F:24])[CH:18]=1)=[O:7])([CH3:4])([CH3:2])[CH3:3], predict the reactants needed to synthesize it. The reactants are: [C:1]([O:5][C:6]([N:8]1[CH2:13][CH2:12][CH2:11][CH2:10][C@@H:9]1[C@@H:14]([OH:42])[C@@H:15]([N:25](CC1C=CC=CC=1C)CC1C=CC=CC=1C)[CH2:16][C:17]1[CH:22]=[C:21]([F:23])[CH:20]=[C:19]([F:24])[CH:18]=1)=[O:7])([CH3:4])([CH3:3])[CH3:2].[H][H].